From a dataset of Forward reaction prediction with 1.9M reactions from USPTO patents (1976-2016). Predict the product of the given reaction. (1) The product is: [CH2:9]([C:30]1[C:29]([C:26]2[N:25]=[C:24]([C:16]3[CH:17]=[CH:18][C:19]([O:20][CH:21]([CH3:22])[CH3:23])=[C:14]([Cl:13])[CH:15]=3)[O:28][N:27]=2)=[CH:36][CH:35]=[CH:34][C:31]=1[C:32]#[N:33])[CH2:10][CH:11]=[CH2:12]. Given the reactants C(NC(C)C)(C)C.[Li][CH2:9][CH2:10][CH2:11][CH3:12].[Cl:13][C:14]1[CH:15]=[C:16]([C:24]2[O:28][N:27]=[C:26]([C:29]3[C:30](C)=[C:31]([CH:34]=[CH:35][CH:36]=3)[C:32]#[N:33])[N:25]=2)[CH:17]=[CH:18][C:19]=1[O:20][CH:21]([CH3:23])[CH3:22].C(Br)C=C.Cl.CCCC(C)C, predict the reaction product. (2) Given the reactants [Cl:1][C:2]1[CH:7]=[CH:6][C:5]([CH:8]([N:10]2[CH2:13][CH:12]([CH:14]([C:19]3[CH:24]=[C:23]([F:25])[CH:22]=[C:21]([F:26])[CH:20]=3)C(OC)=O)[CH2:11]2)[CH3:9])=[CH:4][CH:3]=1.[CH3:27][Li].CC[O:31][CH2:32][CH3:33], predict the reaction product. The product is: [Cl:1][C:2]1[CH:7]=[CH:6][C:5]([CH:8]([N:10]2[CH2:11][C:12](=[C:14]([C:19]3[CH:24]=[C:23]([F:25])[CH:22]=[C:21]([F:26])[CH:20]=3)[C:32]([CH3:33])([OH:31])[CH3:27])[CH2:13]2)[CH3:9])=[CH:4][CH:3]=1. (3) The product is: [CH:2]([C@H:3]1[CH2:7][CH2:6][C:5](=[O:8])[N:4]1[CH2:9][CH2:10][CH2:11][CH2:12][S:13][CH2:14][C:15]([O:17][CH3:18])=[O:16])=[O:1]. Given the reactants [OH:1][CH2:2][C@H:3]1[CH2:7][CH2:6][C:5](=[O:8])[N:4]1[CH2:9][CH2:10][CH2:11][CH2:12][S:13][CH2:14][C:15]([O:17][CH3:18])=[O:16].CC(OI1(OC(C)=O)(OC(C)=O)OC(=O)C2C=CC=CC1=2)=O, predict the reaction product. (4) The product is: [Br:1][C:2]1[CH:7]=[CH:6][C:5]([N+:8]([O-:10])=[O:9])=[C:4]([CH:3]=1)[NH:21][CH2:20][CH2:19][C:15]1[CH:16]=[CH:17][CH:18]=[C:13]([F:12])[CH:14]=1. Given the reactants [Br:1][C:2]1[CH:7]=[CH:6][C:5]([N+:8]([O-:10])=[O:9])=[C:4](F)[CH:3]=1.[F:12][C:13]1[CH:14]=[C:15]([CH2:19][CH2:20][NH2:21])[CH:16]=[CH:17][CH:18]=1.C(=O)([O-])[O-].[K+].[K+], predict the reaction product. (5) The product is: [ClH:1].[NH2:9][C:10]1[CH:15]=[C:14]([CH2:16][S:17][C:18]2[C:23]([C:24]([NH:26][C:27]3[CH:32]=[C:31]([CH3:33])[CH:30]=[C:29]([CH3:34])[CH:28]=3)=[O:25])=[CH:22][CH:21]=[CH:20][N:19]=2)[CH:13]=[CH:12][N:11]=1. Given the reactants [ClH:1].C(OC([NH:9][C:10]1[CH:15]=[C:14]([CH2:16][S:17][C:18]2[C:23]([C:24]([NH:26][C:27]3[CH:32]=[C:31]([CH3:33])[CH:30]=[C:29]([CH3:34])[CH:28]=3)=[O:25])=[CH:22][CH:21]=[CH:20][N:19]=2)[CH:13]=[CH:12][N:11]=1)=O)(C)(C)C.C(O)C, predict the reaction product. (6) The product is: [C:9]([NH:8][C:5]1[CH:6]=[CH:7][C:2]([O:1][CH2:16][CH2:17][C:18]([CH3:25])([CH3:24])[C:19]([O:21][CH2:22][CH3:23])=[O:20])=[CH:3][C:4]=1[N+:12]([O-:14])=[O:13])(=[O:11])[CH3:10]. Given the reactants [OH:1][C:2]1[CH:7]=[CH:6][C:5]([NH:8][C:9](=[O:11])[CH3:10])=[C:4]([N+:12]([O-:14])=[O:13])[CH:3]=1.Br[CH2:16][CH2:17][C:18]([CH3:25])([CH3:24])[C:19]([O:21][CH2:22][CH3:23])=[O:20].CN(C=O)C.C([O-])([O-])=O.[K+].[K+], predict the reaction product. (7) Given the reactants [N:1]([CH2:4][C:5]1[CH:10]=[CH:9][C:8]([O:11][C:12]([F:15])([F:14])[F:13])=[CH:7][CH:6]=1)=[N+:2]=[N-:3].[CH2:16]([OH:19])[C:17]#[CH:18].O=C1O[C@H]([C@H](CO)O)C([O-])=C1O.[Na+], predict the reaction product. The product is: [F:15][C:12]([F:14])([F:13])[O:11][C:8]1[CH:9]=[CH:10][C:5]([CH2:4][N:1]2[CH:18]=[C:17]([CH2:16][OH:19])[N:3]=[N:2]2)=[CH:6][CH:7]=1.